Task: Predict the product of the given reaction.. Dataset: Forward reaction prediction with 1.9M reactions from USPTO patents (1976-2016) (1) The product is: [ClH:38].[ClH:38].[C:28]1([S:25]([N:22]2[C:23]3[C:19](=[CH:18][CH:17]=[C:16]([NH:15][CH2:14][CH:11]4[CH2:12][CH2:13][NH:8][CH2:9][CH2:10]4)[CH:24]=3)[CH:20]=[N:21]2)(=[O:26])=[O:27])[C:37]2[C:32](=[CH:33][CH:34]=[CH:35][CH:36]=2)[CH:31]=[CH:30][CH:29]=1. Given the reactants C(OC([N:8]1[CH2:13][CH2:12][CH:11]([CH2:14][NH:15][C:16]2[CH:24]=[C:23]3[C:19]([CH:20]=[N:21][N:22]3[S:25]([C:28]3[C:37]4[C:32](=[CH:33][CH:34]=[CH:35][CH:36]=4)[CH:31]=[CH:30][CH:29]=3)(=[O:27])=[O:26])=[CH:18][CH:17]=2)[CH2:10][CH2:9]1)=O)(C)(C)C.[ClH:38], predict the reaction product. (2) Given the reactants I[C:2]1[CH:3]=[C:4]([CH:9]=[CH:10][C:11]=1[O:12][CH3:13])[C:5]([O:7][CH3:8])=[O:6].[C:14]([C:16]1[CH:21]=[CH:20][CH:19]=[CH:18][N:17]=1)#[CH:15].C(N(CC)CC)C, predict the reaction product. The product is: [CH3:13][O:12][C:11]1[CH:10]=[CH:9][C:4]([C:5]([O:7][CH3:8])=[O:6])=[CH:3][C:2]=1[C:15]#[C:14][C:16]1[CH:21]=[CH:20][CH:19]=[CH:18][N:17]=1.